This data is from Forward reaction prediction with 1.9M reactions from USPTO patents (1976-2016). The task is: Predict the product of the given reaction. (1) Given the reactants [C:1]([C:4]12[CH2:12][CH:9]3[CH2:10][CH:11]1[CH:7]([CH:8]3[O:13][C:14](=[O:18])[C:15]([CH3:17])=[CH2:16])[O:6][C:5]2=[O:19])(=[O:3])[NH2:2].C(N(CC)CC)C.[C:27](Cl)(=[O:29])[CH3:28].Cl, predict the reaction product. The product is: [C:27]([NH:2][C:1]([C:4]12[CH2:12][CH:9]3[CH2:10][CH:11]1[CH:7]([CH:8]3[O:13][C:14](=[O:18])[C:15]([CH3:17])=[CH2:16])[O:6][C:5]2=[O:19])=[O:3])(=[O:29])[CH3:28]. (2) The product is: [C:1]([C:5]1[N:6]=[C:7]([NH:10][C:11]2[N:12]=[C:13]([NH2:14])[NH:18][N:17]=2)[S:8][CH:9]=1)([CH3:4])([CH3:3])[CH3:2]. Given the reactants [C:1]([C:5]1[N:6]=[C:7]([NH:10]/[C:11](/SC)=[N:12]/[C:13]#[N:14])[S:8][CH:9]=1)([CH3:4])([CH3:3])[CH3:2].[NH2:17][NH2:18], predict the reaction product. (3) Given the reactants [Cl:1][C:2]1[C:10]([CH3:11])=[CH:9][C:5]([C:6]([OH:8])=[O:7])=[CH:4][N:3]=1.[CH:12](O)([CH3:14])[CH3:13], predict the reaction product. The product is: [CH:12]([O:7][C:6](=[O:8])[C:5]1[CH:9]=[C:10]([CH3:11])[C:2]([Cl:1])=[N:3][CH:4]=1)([CH3:14])[CH3:13].